From a dataset of Peptide-MHC class II binding affinity with 134,281 pairs from IEDB. Regression. Given a peptide amino acid sequence and an MHC pseudo amino acid sequence, predict their binding affinity value. This is MHC class II binding data. (1) The peptide sequence is CDDALIEGITLLNAK. The MHC is DRB1_1501 with pseudo-sequence DRB1_1501. The binding affinity (normalized) is 0.341. (2) The peptide sequence is GELFIVDKIDAAFKI. The MHC is DRB1_0701 with pseudo-sequence DRB1_0701. The binding affinity (normalized) is 0.855. (3) The peptide sequence is TKKYFAATQFEPLAA. The MHC is HLA-DPA10201-DPB10101 with pseudo-sequence HLA-DPA10201-DPB10101. The binding affinity (normalized) is 0.786. (4) The peptide sequence is RESLESLWAPFGVLR. The MHC is DRB1_1302 with pseudo-sequence DRB1_1302. The binding affinity (normalized) is 0.194. (5) The peptide sequence is VDVVLEHGGCVTTMA. The MHC is DRB1_1302 with pseudo-sequence DRB1_1302. The binding affinity (normalized) is 0.303.